Dataset: Full USPTO retrosynthesis dataset with 1.9M reactions from patents (1976-2016). Task: Predict the reactants needed to synthesize the given product. The reactants are: [OH:1][C@@H:2]([CH2:8][CH2:9][CH2:10][CH2:11][C:12]([O:14][CH3:15])=[O:13])[CH2:3][C:4](OC)=[O:5].[BH4-].[Na+].B([O-])([O-])OC. Given the product [OH:1][C@H:2]([CH2:3][CH2:4][OH:5])[CH2:8][CH2:9][CH2:10][CH2:11][C:12]([O:14][CH3:15])=[O:13], predict the reactants needed to synthesize it.